From a dataset of Reaction yield outcomes from USPTO patents with 853,638 reactions. Predict the reaction yield, written as a fraction of the theoretical maximum amount of product (1.0 means a 100% yield; for example, 0.34 means a 34% yield). The yield is 0.570. The product is [NH2:31][C:2]1[CH:3]=[C:4]([C:8]([C:10]2[C:14]3[CH:15]=[N:16][CH:17]=[CH:18][C:13]=3[N:12]([C:19]([CH3:30])([CH3:29])[CH2:20][O:21][Si:22]([C:25]([CH3:28])([CH3:27])[CH3:26])([CH3:24])[CH3:23])[CH:11]=2)=[O:9])[CH:5]=[N:6][CH:7]=1. The reactants are Br[C:2]1[CH:3]=[C:4]([C:8]([C:10]2[C:14]3[CH:15]=[N:16][CH:17]=[CH:18][C:13]=3[N:12]([C:19]([CH3:30])([CH3:29])[CH2:20][O:21][Si:22]([C:25]([CH3:28])([CH3:27])[CH3:26])([CH3:24])[CH3:23])[CH:11]=2)=[O:9])[CH:5]=[N:6][CH:7]=1.[NH3:31]. The catalyst is CN1C(=O)CCC1.